This data is from Experimentally validated miRNA-target interactions with 360,000+ pairs, plus equal number of negative samples. The task is: Binary Classification. Given a miRNA mature sequence and a target amino acid sequence, predict their likelihood of interaction. The miRNA is mmu-miR-1927 with sequence GACCUCUGGAUGUUAGGGACUGA. The protein sequence of the target gene is MALPPAAAPPAGAREPPGSRAAAAAAAPEPPLGLQQLSALQPEPGGVPLHSSWTFWLDRSLPGATAAECASNLKKIYTVQTVQIFWSVYNNIPPVTSLPLRCSYHLMRGERRPLWEEESNAKGGVWKMKVPKDSTSTVWKELLLATIGEQFTDCAAADDEVIGVSVSVRDREDVVQVWNVNASLVGEATVLEKIYELLPHITFKAVFYKPHEEHHAFEGGRGKH. Result: 0 (no interaction).